From a dataset of Reaction yield outcomes from USPTO patents with 853,638 reactions. Predict the reaction yield, written as a fraction of the theoretical maximum amount of product (1.0 means a 100% yield; for example, 0.34 means a 34% yield). (1) The reactants are C(B1[O:7][C:6]([CH3:9])([CH3:8])[C:5]([CH3:11])(C)[O:4]1)=C.C(=O)([O-])[O-].[Na+].[Na+].[NH2:18][C:19]1[C:20]([CH3:33])=[C:21]([CH3:32])[C:22]2OC(C)(C)[C:24](=O)[C:23]=2[C:30]=1Br. The catalyst is C(OCC)(=O)C.O.COCCOC.C(O)C. The product is [NH2:18][C:19]1[C:20]([CH3:33])=[C:21]([CH3:32])[C:22]2[O:7][C:6]([CH3:8])([CH3:9])[C:5](=[O:4])[C:11]=2[C:30]=1[CH:23]=[CH2:24]. The yield is 0.910. (2) The reactants are Br[CH2:2][C:3]1[CH:8]=[CH:7][C:6]([Cl:9])=[C:5]([O:10][CH3:11])[CH:4]=1.[C-:12]#[N:13].[Na+]. The yield is 0.480. The catalyst is C(O)C. The product is [Cl:9][C:6]1[CH:7]=[CH:8][C:3]([CH2:2][C:12]#[N:13])=[CH:4][C:5]=1[O:10][CH3:11]. (3) The reactants are [CH3:1][O:2][C:3]1[C:8]([CH:9]=[O:10])=[CH:7][CH:6]=[CH:5][N:4]=1.[OH-].[K+].[N+:13]([CH2:15][C:16]([N:18]1[CH2:22][CH2:21][CH2:20][CH2:19]1)=[O:17])#[C-:14]. The catalyst is CO. The product is [CH3:1][O:2][C:3]1[C:8]([C@@H:9]2[O:10][CH:14]=[N:13][C@H:15]2[C:16]([N:18]2[CH2:22][CH2:21][CH2:20][CH2:19]2)=[O:17])=[CH:7][CH:6]=[CH:5][N:4]=1. The yield is 0.500. (4) The yield is 0.200. The catalyst is CN(C)C(=O)C.O1CCCC1. The product is [C:9]([NH:8][C:11]1[CH:20]=[C:21]([CH:38]=[CH:39][C:40]=1[CH3:19])[O:22][C:23]1[CH:24]=[CH:25][C:26]2[N:27]([CH:29]=[C:30]([NH:32][C:33]([CH:35]3[CH2:36][CH2:37]3)=[O:34])[N:31]=2)[N:28]=1)(=[O:10])[C:1]#[C:2][CH3:3]. The reactants are [C:1](O)(=O)[C:2]#[C:3]C.C[N:8]([CH3:11])[CH:9]=[O:10].C(Cl)(=O)C(Cl)=O.N[C:19]1[CH:20]=[C:21]([CH:38]=[CH:39][C:40]=1F)[O:22][C:23]1[CH:24]=[CH:25][C:26]2[N:27]([CH:29]=[C:30]([NH:32][C:33]([CH:35]3[CH2:37][CH2:36]3)=[O:34])[N:31]=2)[N:28]=1. (5) The reactants are C([O:3][C:4](=[O:20])[C:5]1[CH:10]=[CH:9][C:8]([C:11]2[CH:15]=[C:14]([C:16]([F:19])([F:18])[F:17])[O:13][N:12]=2)=[CH:7][CH:6]=1)C.O.[OH-].[Li+]. The catalyst is C1COCC1. The product is [F:19][C:16]([F:17])([F:18])[C:14]1[O:13][N:12]=[C:11]([C:8]2[CH:9]=[CH:10][C:5]([C:4]([OH:20])=[O:3])=[CH:6][CH:7]=2)[CH:15]=1. The yield is 0.730. (6) The reactants are [N-:1]=[N+:2]=[N-:3].[Na+].C(Cl)Cl.FC(F)(F)S(OS(C(F)(F)F)(=O)=O)(=O)=O.C(O)(C(F)(F)F)=O.N[C@H:31]1[C:42](=[O:43])[O:41][CH2:40][C@@H:39]([C:44]2[CH:49]=[CH:48][CH:47]=[CH:46][CH:45]=2)[NH:38][C:37](=[O:50])[CH2:36][CH2:35][CH:34]=[CH:33][CH2:32]1.C(=O)([O-])[O-].[K+].[K+].S(N=[N+]=[N-])(C(F)(F)F)(=O)=O. The catalyst is CCOC(C)=O.O.O.O.O.O.S([O-])([O-])(=O)=O.[Cu+2].CO. The yield is 0.990. The product is [N:1]([C@H:31]1[C:42](=[O:43])[O:41][CH2:40][C@@H:39]([C:44]2[CH:49]=[CH:48][CH:47]=[CH:46][CH:45]=2)[NH:38][C:37](=[O:50])[CH2:36][CH2:35][CH:34]=[CH:33][CH2:32]1)=[N+:2]=[N-:3]. (7) The reactants are C1(P(=O)(C2C=CC=CC=2)C2C=CC=CC=2)C=CC=CC=1.FC(F)(F)S(OS(C(F)(F)F)(=O)=O)(=O)=O.C([S:43][CH:44]([CH2:75][N:76]1[CH2:81][CH2:80][S:79][CH2:78][CH2:77]1)[CH2:45][NH:46][C:47]([C:49]1[NH:50][C:51]2[C:56]([CH:57]=1)=[CH:55][C:54]([O:58][CH2:59][CH2:60][CH2:61][O:62][CH3:63])=[CH:53][C:52]=2[N:64]([CH3:74])[S:65]([C:68]1[CH:73]=[CH:72][CH:71]=[CH:70][N:69]=1)(=[O:67])=[O:66])=O)C1C=CC=CC=1.C1(SC)C=CC=CC=1.C(=O)([O-])O.[Na+]. The catalyst is C(#N)C. The product is [CH3:63][O:62][CH2:61][CH2:60][CH2:59][O:58][C:54]1[CH:55]=[C:56]2[C:51](=[C:52]([N:64]([CH3:74])[S:65]([C:68]3[CH:73]=[CH:72][CH:71]=[CH:70][N:69]=3)(=[O:67])=[O:66])[CH:53]=1)[NH:50][C:49]([C:47]1[S:43][CH:44]([CH2:75][N:76]3[CH2:81][CH2:80][S:79][CH2:78][CH2:77]3)[CH2:45][N:46]=1)=[CH:57]2. The yield is 0.340. (8) The reactants are [S:1]1[CH:5]=[CH:4][CH:3]=[C:2]1NC.[S:8]1[CH2:14][C:12](=[O:13])[NH:11][C:9]1=S.[CH:15]([N:18](C(C)C)CC)(C)C. The catalyst is C(#N)C. The product is [S:1]1[CH:5]=[CH:4][CH:3]=[C:2]1[CH2:15][NH:18][C:9]1[S:8][CH2:14][C:12](=[O:13])[N:11]=1. The yield is 0.580. (9) The reactants are [C:1]([C@@H:4]1[CH2:9][CH2:8][C@H:7]([N:10]2[C:14]3[CH:15]=[C:16]([CH2:19][N:20]4[CH2:25][CH2:24][CH:23]([C:26]([OH:29])([CH3:28])[CH3:27])[CH2:22][CH2:21]4)[CH:17]=[CH:18][C:13]=3[NH:12]/[C:11]/2=[N:30]\[C:31](=[O:39])[C:32]2[CH:37]=[CH:36][CH:35]=[C:34]([F:38])[CH:33]=2)[CH2:6][CH2:5]1)(=O)[CH3:2].[CH3:40][CH:41]([NH2:43])[CH3:42].C(O[BH-](OC(=O)C)OC(=O)C)(=O)C.[Na+].CC(O)=O. The catalyst is ClC(Cl)C. The product is [F:38][C:34]1[CH:33]=[C:32]([CH:37]=[CH:36][CH:35]=1)[C:31](/[N:30]=[C:11]1\[NH:12][C:13]2[CH:18]=[CH:17][C:16]([CH2:19][N:20]3[CH2:25][CH2:24][CH:23]([C:26]([OH:29])([CH3:27])[CH3:28])[CH2:22][CH2:21]3)=[CH:15][C:14]=2[N:10]\1[C@H:7]1[CH2:8][CH2:9][C@@H:4]([CH:1]([NH:43][CH:41]([CH3:42])[CH3:40])[CH3:2])[CH2:5][CH2:6]1)=[O:39]. The yield is 0.154.